Regression. Given a peptide amino acid sequence and an MHC pseudo amino acid sequence, predict their binding affinity value. This is MHC class I binding data. From a dataset of Peptide-MHC class I binding affinity with 185,985 pairs from IEDB/IMGT. The peptide sequence is FTARIIIFS. The MHC is HLA-A23:01 with pseudo-sequence HLA-A23:01. The binding affinity (normalized) is 0.0847.